This data is from Forward reaction prediction with 1.9M reactions from USPTO patents (1976-2016). The task is: Predict the product of the given reaction. (1) Given the reactants [F:1][CH:2]([F:21])[C:3]1[C:7]([S:8]([C@:11]([CH:14]2[CH2:19][CH2:18][NH:17][CH2:16][CH2:15]2)([F:13])[CH3:12])(=[O:10])=[O:9])=[CH:6][N:5]([CH3:20])[N:4]=1.[C:22]1([NH:28][C:29](=[O:31])O)C=CC=[CH:24][CH:23]=1.NC1C=C[O:35][N:34]=1, predict the reaction product. The product is: [F:21][CH:2]([F:1])[C:3]1[C:7]([S:8]([C@:11]([CH:14]2[CH2:19][CH2:18][N:17]([C:29]([NH:28][C:22]3[CH:23]=[CH:24][O:35][N:34]=3)=[O:31])[CH2:16][CH2:15]2)([F:13])[CH3:12])(=[O:9])=[O:10])=[CH:6][N:5]([CH3:20])[N:4]=1. (2) Given the reactants [F:1][C:2]1[CH:10]=[C:9]2[C:5]([C:6]([CH:11]=[O:12])=[CH:7][NH:8]2)=[CH:4][C:3]=1[C:13]1[CH:18]=[CH:17][C:16]([C:19]2[CH:24]=[CH:23][CH:22]=[CH:21][C:20]=2[OH:25])=[CH:15][CH:14]=1.C(#N)C.CC(=CC)C.Cl([O-])=[O:35].[Na+], predict the reaction product. The product is: [F:1][C:2]1[CH:10]=[C:9]2[C:5]([C:6]([C:11]([OH:35])=[O:12])=[CH:7][NH:8]2)=[CH:4][C:3]=1[C:13]1[CH:14]=[CH:15][C:16]([C:19]2[CH:24]=[CH:23][CH:22]=[CH:21][C:20]=2[OH:25])=[CH:17][CH:18]=1. (3) Given the reactants C[Al](C)C.CCCCCC.[CH3:11][S:12][C:13]1[CH:14]=[CH:15][C:16]([NH2:19])=[N:17][CH:18]=1.[Cl:20][C:21]1[C:22]([N:27]2[C:31]3=[N:32][CH:33]=[N:34][C:35]([O:36][C@@H:37]([CH2:42][O:43][CH2:44][CH3:45])[C:38](OC)=[O:39])=[C:30]3[CH:29]=[N:28]2)=[N:23][CH:24]=[CH:25][CH:26]=1, predict the reaction product. The product is: [Cl:20][C:21]1[C:22]([N:27]2[C:31]3=[N:32][CH:33]=[N:34][C:35]([O:36][C@@H:37]([CH2:42][O:43][CH2:44][CH3:45])[C:38]([NH:19][C:16]4[CH:15]=[CH:14][C:13]([S:12][CH3:11])=[CH:18][N:17]=4)=[O:39])=[C:30]3[CH:29]=[N:28]2)=[N:23][CH:24]=[CH:25][CH:26]=1. (4) Given the reactants Br[CH2:2][C:3]1[CH:11]=[CH:10][CH:9]=[C:8]2[C:4]=1[CH:5]=[N:6][N:7]2[CH:12]1[CH2:17][CH2:16][CH2:15][CH2:14][O:13]1.[N-:18]=[N+:19]=[N-:20].[Na+].O, predict the reaction product. The product is: [N:18]([CH2:2][C:3]1[CH:11]=[CH:10][CH:9]=[C:8]2[C:4]=1[CH:5]=[N:6][N:7]2[CH:12]1[CH2:17][CH2:16][CH2:15][CH2:14][O:13]1)=[N+:19]=[N-:20]. (5) Given the reactants C([O:5][C:6]([C:8]1([CH2:15][NH:16][C:17]([C:19]2[N:20]=[C:21]([C:37]#[N:38])[C:22]3[C:27]([C:28]=2[OH:29])=[CH:26][CH:25]=[C:24]([O:30][C:31]2[CH:36]=[CH:35][CH:34]=[CH:33][CH:32]=2)[CH:23]=3)=[O:18])[CH2:13][CH2:12][S:11](=[O:14])[CH2:10][CH2:9]1)=[O:7])(C)(C)C.C(O)(C(F)(F)F)=O, predict the reaction product. The product is: [C:37]([C:21]1[C:22]2[C:27](=[CH:26][CH:25]=[C:24]([O:30][C:31]3[CH:36]=[CH:35][CH:34]=[CH:33][CH:32]=3)[CH:23]=2)[C:28]([OH:29])=[C:19]([C:17]([NH:16][CH2:15][C:8]2([C:6]([OH:7])=[O:5])[CH2:9][CH2:10][S:11](=[O:14])[CH2:12][CH2:13]2)=[O:18])[N:20]=1)#[N:38]. (6) Given the reactants [N:1]1[C:10]2[C:5](=[CH:6][CH:7]=[CH:8][C:9]=2[OH:11])[CH:4]=[CH:3][CH:2]=1.[F:12][C:13]([F:23])([F:22])[C:14]1[CH:21]=[CH:20][C:17]([CH:18]=O)=[CH:16][CH:15]=1.[CH2:24]([N:26]1[CH2:31][CH2:30][NH:29][CH2:28][CH2:27]1)[CH3:25], predict the reaction product. The product is: [CH2:24]([N:26]1[CH2:31][CH2:30][N:29]([CH:18]([C:17]2[CH:20]=[CH:21][C:14]([C:13]([F:23])([F:22])[F:12])=[CH:15][CH:16]=2)[C:8]2[C:9]([OH:11])=[C:10]3[C:5]([CH:4]=[CH:3][CH:2]=[N:1]3)=[CH:6][CH:7]=2)[CH2:28][CH2:27]1)[CH3:25].